From a dataset of Forward reaction prediction with 1.9M reactions from USPTO patents (1976-2016). Predict the product of the given reaction. (1) Given the reactants [CH3:1][OH:2].[H-].[Na+].[N:5]1([C:11]([N:13]2[CH2:18][CH:17]([C:19]3[CH:24]=[CH:23][C:22]([C:25]([F:28])([F:27])[F:26])=[CH:21][CH:20]=3)[CH2:16][CH:15]([CH2:29]S([O-])(=O)=O)[CH2:14]2)=[O:12])[CH2:10][CH2:9][O:8][CH2:7][CH2:6]1.O, predict the reaction product. The product is: [CH3:1][O:2][CH2:29][CH:15]1[CH2:16][CH:17]([C:19]2[CH:24]=[CH:23][C:22]([C:25]([F:28])([F:27])[F:26])=[CH:21][CH:20]=2)[CH2:18][N:13]([C:11]([N:5]2[CH2:10][CH2:9][O:8][CH2:7][CH2:6]2)=[O:12])[CH2:14]1. (2) Given the reactants [OH:1][C:2]([C:5]([OH:8])([CH3:7])[CH3:6])([CH3:4])[CH3:3].[O:9]1[CH2:13][CH2:12][CH2:11]C1, predict the reaction product. The product is: [C:2]([O:1][C:2]([C:5]([O:8][C:13](=[O:9])[CH:12]=[CH2:11])([CH3:7])[CH3:6])([CH3:4])[CH3:3])(=[O:1])[CH:5]=[CH2:6]. (3) Given the reactants [CH2:1]([N:3]1[CH:12]=[CH:11][C:10]2[C:5](=[CH:6][C:7]([O:15][CH3:16])=[C:8]([O:13][CH3:14])[CH:9]=2)[C:4]1=[O:17])[CH3:2].[Br:18]Br, predict the reaction product. The product is: [Br:18][C:11]1[C:10]2[C:5](=[CH:6][C:7]([O:15][CH3:16])=[C:8]([O:13][CH3:14])[CH:9]=2)[C:4](=[O:17])[N:3]([CH2:1][CH3:2])[CH:12]=1.